Dataset: Forward reaction prediction with 1.9M reactions from USPTO patents (1976-2016). Task: Predict the product of the given reaction. (1) Given the reactants [Br:1][C:2]1[CH:3]=[CH:4][C:5](Cl)=[N:6][CH:7]=1.[OH:9][C@@H:10]1[CH2:14][CH2:13][O:12][CH2:11]1.C([O-])([O-])=O.[Cs+].[Cs+], predict the reaction product. The product is: [Br:1][C:2]1[CH:3]=[CH:4][C:5]([O:9][C@@H:10]2[CH2:14][CH2:13][O:12][CH2:11]2)=[N:6][CH:7]=1. (2) Given the reactants [F:1][C:2]1[CH:7]=[CH:6][CH:5]=[C:4]([F:8])[C:3]=1[N:9]1[C:17]2[CH:16]=[CH:15][N:14]=[C:13]([O:18][CH3:19])[C:12]=2[C:11]([C:20]2[CH:28]=[CH:27][C:23]([C:24](O)=[O:25])=[CH:22][CH:21]=2)=[N:10]1.Cl.CN.C1C=[C:36]2[N:38]=NN(O)C2=CC=1.O.CCN=C=NCCCN(C)C.Cl, predict the reaction product. The product is: [F:8][C:4]1[CH:5]=[CH:6][CH:7]=[C:2]([F:1])[C:3]=1[N:9]1[C:17]2[CH:16]=[CH:15][N:14]=[C:13]([O:18][CH3:19])[C:12]=2[C:11]([C:20]2[CH:21]=[CH:22][C:23]([C:24]([NH:38][CH3:36])=[O:25])=[CH:27][CH:28]=2)=[N:10]1. (3) Given the reactants [NH2:1][C:2]1[C:7]2=[C:8]([C:19]3[CH:24]=[CH:23][C:22]([NH:25][C:26](=[O:35])[NH:27][C:28]4[CH:33]=[CH:32][CH:31]=[C:30]([CH3:34])[N:29]=4)=[C:21]([F:36])[CH:20]=3)[C:9]([C:11]([NH:13][CH2:14][C:15]([F:18])([F:17])[F:16])=[O:12])=[CH:10][N:6]2[N:5]=[CH:4][N:3]=1.[CH3:37][S:38]([OH:41])(=[O:40])=[O:39], predict the reaction product. The product is: [CH3:37][S:38]([OH:41])(=[O:40])=[O:39].[CH3:37][S:38]([OH:41])(=[O:40])=[O:39].[NH2:1][C:2]1[C:7]2=[C:8]([C:19]3[CH:24]=[CH:23][C:22]([NH:25][C:26](=[O:35])[NH:27][C:28]4[CH:33]=[CH:32][CH:31]=[C:30]([CH3:34])[N:29]=4)=[C:21]([F:36])[CH:20]=3)[C:9]([C:11]([NH:13][CH2:14][C:15]([F:18])([F:17])[F:16])=[O:12])=[CH:10][N:6]2[N:5]=[CH:4][N:3]=1. (4) Given the reactants [F:1][C@@H:2]1[C@H:7]2[N:8]=[C:9]([N:11]([CH3:19])[C:12](=[O:18])[O:13][C:14]([CH3:17])([CH3:16])[CH3:15])[S:10][C@H:6]2[O:5][C@H:4]([CH2:20][OH:21])[C@H:3]1[OH:22].N1C=CN=C1.[CH3:28][C:29]([Si:32](Cl)([CH3:34])[CH3:33])([CH3:31])[CH3:30], predict the reaction product. The product is: [Si:32]([O:21][CH2:20][C@H:4]1[O:5][C@H:6]2[C@H:7]([N:8]=[C:9]([N:11]([CH3:19])[C:12](=[O:18])[O:13][C:14]([CH3:16])([CH3:17])[CH3:15])[S:10]2)[C@@H:2]([F:1])[C@@H:3]1[OH:22])([C:29]([CH3:31])([CH3:30])[CH3:28])([CH3:34])[CH3:33]. (5) Given the reactants [OH:1][C:2]1[CH:7]=[CH:6][C:5]([C@H:8]([CH2:14][CH2:15][CH3:16])[CH2:9][C:10]([O:12][CH3:13])=[O:11])=[CH:4][CH:3]=1.[Br:17]Br, predict the reaction product. The product is: [Br:17][C:7]1[CH:6]=[C:5]([C@H:8]([CH2:14][CH2:15][CH3:16])[CH2:9][C:10]([O:12][CH3:13])=[O:11])[CH:4]=[CH:3][C:2]=1[OH:1]. (6) Given the reactants C(O[C:4]([C:6]1[CH:11]=[C:10]([C:12]#[N:13])[CH:9]=[C:8]([C:14]([F:17])([F:16])[F:15])[N:7]=1)=[O:5])C.[NH2:18][C:19]1[CH:24]=[CH:23][C:22]([Cl:25])=[CH:21][N:20]=1, predict the reaction product. The product is: [Cl:25][C:22]1[CH:23]=[CH:24][C:19]([NH:18][C:4]([C:6]2[CH:11]=[C:10]([C:12]#[N:13])[CH:9]=[C:8]([C:14]([F:15])([F:16])[F:17])[N:7]=2)=[O:5])=[N:20][CH:21]=1. (7) Given the reactants [OH:1][CH2:2][C:3]1[CH:18]=[CH:17][C:6]([O:7][CH2:8][C:9]([C:11]2[CH:16]=[CH:15][CH:14]=[CH:13][CH:12]=2)=[O:10])=[CH:5][CH:4]=1.[C:19]([CH:21]([C:27]1[CH:32]=[CH:31][C:30](O)=[CH:29][CH:28]=1)[CH2:22][C:23]([O:25][CH3:26])=[O:24])#[N:20].C(P(CCCC)CCCC)CCC.N(C(N1CCCCC1)=O)=NC(N1CCCCC1)=O, predict the reaction product. The product is: [C:19]([CH:21]([C:27]1[CH:32]=[CH:31][C:30]([O:1][CH2:2][C:3]2[CH:4]=[CH:5][C:6]([O:7][CH2:8][C:9](=[O:10])[C:11]3[CH:12]=[CH:13][CH:14]=[CH:15][CH:16]=3)=[CH:17][CH:18]=2)=[CH:29][CH:28]=1)[CH2:22][C:23]([O:25][CH3:26])=[O:24])#[N:20]. (8) Given the reactants [Br:1][C:2]1[CH:6]=[CH:5][S:4][C:3]=1[C:7]([C:9]1[CH:14]=[CH:13][C:12]([O:15][CH3:16])=[CH:11][CH:10]=1)=O.Cl.[NH2:18][OH:19].N1C=CC=CC=1.Cl, predict the reaction product. The product is: [Br:1][C:2]1[CH:6]=[CH:5][S:4][C:3]=1[C:7]([C:9]1[CH:14]=[CH:13][C:12]([O:15][CH3:16])=[CH:11][CH:10]=1)=[N:18][OH:19]. (9) Given the reactants [NH2:1][C@H:2]1[CH2:7][CH2:6][C@H:5]([N:8]([CH2:16][C:17]2[CH:22]=[CH:21][CH:20]=[CH:19][CH:18]=2)[CH2:9][C:10]2[CH:15]=[CH:14][CH:13]=[CH:12][CH:11]=2)[CH2:4][CH2:3]1.Br[CH2:24][CH2:25][CH2:26][CH2:27][CH2:28]Br.C(=O)([O-])[O-].[K+].[K+].O, predict the reaction product. The product is: [CH2:9]([N:8]([CH2:16][C:17]1[CH:18]=[CH:19][CH:20]=[CH:21][CH:22]=1)[C@H:5]1[CH2:6][CH2:7][C@H:2]([N:1]2[CH2:28][CH2:27][CH2:26][CH2:25][CH2:24]2)[CH2:3][CH2:4]1)[C:10]1[CH:11]=[CH:12][CH:13]=[CH:14][CH:15]=1.